This data is from NCI-60 drug combinations with 297,098 pairs across 59 cell lines. The task is: Regression. Given two drug SMILES strings and cell line genomic features, predict the synergy score measuring deviation from expected non-interaction effect. (1) Cell line: TK-10. Synergy scores: CSS=68.0, Synergy_ZIP=17.9, Synergy_Bliss=18.5, Synergy_Loewe=1.61, Synergy_HSA=20.4. Drug 1: CS(=O)(=O)CCNCC1=CC=C(O1)C2=CC3=C(C=C2)N=CN=C3NC4=CC(=C(C=C4)OCC5=CC(=CC=C5)F)Cl. Drug 2: CC1C(C(CC(O1)OC2CC(CC3=C2C(=C4C(=C3O)C(=O)C5=CC=CC=C5C4=O)O)(C(=O)C)O)N)O. (2) Drug 1: CCCCC(=O)OCC(=O)C1(CC(C2=C(C1)C(=C3C(=C2O)C(=O)C4=C(C3=O)C=CC=C4OC)O)OC5CC(C(C(O5)C)O)NC(=O)C(F)(F)F)O. Drug 2: CS(=O)(=O)OCCCCOS(=O)(=O)C. Cell line: CCRF-CEM. Synergy scores: CSS=56.7, Synergy_ZIP=-4.19, Synergy_Bliss=-1.99, Synergy_Loewe=-19.7, Synergy_HSA=-1.09. (3) Drug 1: CCCCC(=O)OCC(=O)C1(CC(C2=C(C1)C(=C3C(=C2O)C(=O)C4=C(C3=O)C=CC=C4OC)O)OC5CC(C(C(O5)C)O)NC(=O)C(F)(F)F)O. Drug 2: C1=NC2=C(N1)C(=S)N=CN2. Cell line: HT29. Synergy scores: CSS=50.8, Synergy_ZIP=-8.84, Synergy_Bliss=-6.72, Synergy_Loewe=-14.4, Synergy_HSA=-4.39. (4) Drug 1: C1=CC(=CC=C1CCC2=CNC3=C2C(=O)NC(=N3)N)C(=O)NC(CCC(=O)O)C(=O)O. Drug 2: C1=CC(=CC=C1C#N)C(C2=CC=C(C=C2)C#N)N3C=NC=N3. Cell line: RPMI-8226. Synergy scores: CSS=46.6, Synergy_ZIP=6.02, Synergy_Bliss=5.28, Synergy_Loewe=-18.6, Synergy_HSA=3.46. (5) Drug 1: C1=CC(=C2C(=C1NCCNCCO)C(=O)C3=C(C=CC(=C3C2=O)O)O)NCCNCCO. Drug 2: CC12CCC3C(C1CCC2OP(=O)(O)O)CCC4=C3C=CC(=C4)OC(=O)N(CCCl)CCCl.[Na+]. Cell line: SNB-75. Synergy scores: CSS=47.2, Synergy_ZIP=-5.28, Synergy_Bliss=-7.83, Synergy_Loewe=-32.4, Synergy_HSA=-5.30. (6) Drug 1: CC1OCC2C(O1)C(C(C(O2)OC3C4COC(=O)C4C(C5=CC6=C(C=C35)OCO6)C7=CC(=C(C(=C7)OC)O)OC)O)O. Drug 2: CCCCCOC(=O)NC1=NC(=O)N(C=C1F)C2C(C(C(O2)C)O)O. Cell line: IGROV1. Synergy scores: CSS=23.8, Synergy_ZIP=-10.2, Synergy_Bliss=-1.01, Synergy_Loewe=-14.2, Synergy_HSA=-0.493.